Dataset: Acute oral toxicity (LD50) regression data from Zhu et al.. Task: Regression/Classification. Given a drug SMILES string, predict its toxicity properties. Task type varies by dataset: regression for continuous values (e.g., LD50, hERG inhibition percentage) or binary classification for toxic/non-toxic outcomes (e.g., AMES mutagenicity, cardiotoxicity, hepatotoxicity). Dataset: ld50_zhu. (1) The drug is CCNC(=O)Cc1ccccc1. The rat oral LD50 is 2.33, given as -log10 of the dose in mol/kg body weight (higher means more acutely toxic). (2) The molecule is CCOP(=S)(OCC)ON=C(C#N)c1ccccc1. The rat oral LD50 is 3.00, given as -log10 of the dose in mol/kg body weight (higher means more acutely toxic). (3) The drug is O=C(Nc1c(Cl)c(Cl)c(Cl)c2[nH]c(C(F)(F)F)nc12)c1ccccc1. The rat oral LD50 is 3.61, given as -log10 of the dose in mol/kg body weight (higher means more acutely toxic). (4) The drug is CNC(=O)Oc1cc(C)c(N(C)C)c(C)c1. The rat oral LD50 is 4.20, given as -log10 of the dose in mol/kg body weight (higher means more acutely toxic). (5) The compound is CCCSC(=O)N(CCC)CCC. The rat oral LD50 is 2.23, given as -log10 of the dose in mol/kg body weight (higher means more acutely toxic).